Dataset: Full USPTO retrosynthesis dataset with 1.9M reactions from patents (1976-2016). Task: Predict the reactants needed to synthesize the given product. (1) Given the product [CH:10]1[C:11]2[N:12]([C:15]3[CH:20]=[CH:19][CH:18]=[C:17]([N:12]4[C:13]5[CH:1]=[CH:2][CH:3]=[CH:4][C:5]=5[C:6]5[C:11]4=[CH:10][CH:9]=[CH:8][CH:7]=5)[N:16]=3)[C:13]3[C:5](=[CH:4][CH:3]=[CH:2][CH:1]=3)[C:6]=2[CH:7]=[CH:8][CH:9]=1, predict the reactants needed to synthesize it. The reactants are: [CH:1]1[C:13]2[NH:12][C:11]3[C:6](=[CH:7][CH:8]=[CH:9][CH:10]=3)[C:5]=2[CH:4]=[CH:3][CH:2]=1.Cl[C:15]1[CH:20]=[CH:19][CH:18]=[C:17](Cl)[N:16]=1.[H-].[Na+].O. (2) Given the product [N:11]1([CH2:10][CH2:9][O:8][C:7]2[CH:17]=[CH:18][C:4]([NH2:1])=[CH:5][CH:6]=2)[CH2:16][CH2:15][O:14][CH2:13][CH2:12]1, predict the reactants needed to synthesize it. The reactants are: [N+:1]([C:4]1[CH:18]=[CH:17][C:7]([O:8][CH2:9][CH2:10][N:11]2[CH2:16][CH2:15][O:14][CH2:13][CH2:12]2)=[CH:6][CH:5]=1)([O-])=O.[H][H]. (3) Given the product [F:9][CH:8]([F:10])[CH2:7][N:6]1[C:2]([N:14]2[CH2:20][CH2:19][CH2:18][C@@H:17]([NH:21][C:22](=[O:27])[C:23]([F:25])([F:24])[F:26])[CH2:16][CH2:15]2)=[C:3]([N+:11]([O-:13])=[O:12])[CH:4]=[N:5]1, predict the reactants needed to synthesize it. The reactants are: Cl[C:2]1[N:6]([CH2:7][CH:8]([F:10])[F:9])[N:5]=[CH:4][C:3]=1[N+:11]([O-:13])=[O:12].[NH:14]1[CH2:20][CH2:19][CH2:18][C@@H:17]([NH:21][C:22](=[O:27])[C:23]([F:26])([F:25])[F:24])[CH2:16][CH2:15]1.CCN(C(C)C)C(C)C. (4) Given the product [CH:60]1([CH2:59][N:10]2[C:9]3[CH:8]=[C:7]([C:6]4[C:2]([CH3:1])=[N:3][O:4][C:5]=4[CH3:33])[CH:19]=[C:18]([C:20]([NH2:22])=[O:21])[C:17]=3[C:16]3[C:11]2=[CH:12][CH:13]=[C:14]([C:23]([N:25]2[CH2:26][C@H:27]([CH3:32])[O:28][C@H:29]([CH3:31])[CH2:30]2)=[O:24])[CH:15]=3)[CH2:63][CH2:62][CH2:61]1, predict the reactants needed to synthesize it. The reactants are: [CH3:1][C:2]1[C:6]([C:7]2[CH:19]=[C:18]([C:20]([NH2:22])=[O:21])[C:17]3[C:16]4[C:11](=[CH:12][CH:13]=[C:14]([C:23]([N:25]5[CH2:30][C@H:29]([CH3:31])[O:28][C@H:27]([CH3:32])[CH2:26]5)=[O:24])[CH:15]=4)[NH:10][C:9]=3[CH:8]=2)=[C:5]([CH3:33])[O:4][N:3]=1.C(=O)([O-])[O-].[K+].[K+].C1OCCOCCOCCOCCOCCOC1.Br[CH2:59][CH:60]1[CH2:63][CH2:62][CH2:61]1.